This data is from Full USPTO retrosynthesis dataset with 1.9M reactions from patents (1976-2016). The task is: Predict the reactants needed to synthesize the given product. (1) Given the product [C:11]1([C:2]2[N:7]=[C:6]([C:8]([OH:10])=[O:9])[CH:5]=[CH:4][CH:3]=2)[CH:16]=[CH:15][CH:14]=[CH:13][CH:12]=1, predict the reactants needed to synthesize it. The reactants are: Br[C:2]1[N:7]=[C:6]([C:8]([OH:10])=[O:9])[CH:5]=[CH:4][CH:3]=1.[C:11]1(B(O)O)[CH:16]=[CH:15][CH:14]=[CH:13][CH:12]=1.C([O-])([O-])=O.[Na+].[Na+]. (2) Given the product [CH:1]([C:3]1[CH2:4][C@H:5]2[C@@H:12]([CH:13]=1)[C:7](=[O:8])[CH2:6]2)=[CH2:2], predict the reactants needed to synthesize it. The reactants are: [CH:1]([C:3]1[CH2:4][C@H:5]2[C@@H:12]([CH:13]=1)[C:7]1(OCC[O:8]1)[CH2:6]2)=[CH2:2].S(=O)(=O)(O)O.C(=O)(O)[O-].[Na+]. (3) Given the product [C:19]([C:23]1[CH:28]=[C:27]([CH2:29][OH:30])[C:26]([CH3:31])=[CH:25][C:24]=1[S:32][C:3]1[C:4](=[O:18])[O:5][C:6]([CH:15]([CH3:16])[CH3:17])([CH2:8][CH2:9][C:10]2[S:11][CH:12]=[CH:13][CH:14]=2)[CH2:7][C:2]=1[OH:1])([CH3:22])([CH3:21])[CH3:20], predict the reactants needed to synthesize it. The reactants are: [OH:1][C:2]1[CH2:7][C:6]([CH:15]([CH3:17])[CH3:16])([CH2:8][CH2:9][C:10]2[S:11][CH:12]=[CH:13][CH:14]=2)[O:5][C:4](=[O:18])[CH:3]=1.[C:19]([C:23]1[CH:28]=[C:27]([CH2:29][OH:30])[C:26]([CH3:31])=[CH:25][C:24]=1[S:32]S(C1C=CC(C)=CC=1)(=O)=O)([CH3:22])([CH3:21])[CH3:20].C(=O)([O-])[O-].[K+].[K+].CCOC(C)=O. (4) Given the product [Cl:11][C:7]1[CH:8]=[CH:9][CH:10]=[C:2]([Cl:1])[C:3]=1[C:4]([NH:29][CH2:28][C:20]1([C:17]2[CH:16]=[N:15][C:14]([CH:13]([F:30])[F:12])=[N:19][CH:18]=2)[CH2:25][CH2:24][C:23]([F:26])([F:27])[CH2:22][CH2:21]1)=[O:6], predict the reactants needed to synthesize it. The reactants are: [Cl:1][C:2]1[CH:10]=[CH:9][CH:8]=[C:7]([Cl:11])[C:3]=1[C:4]([OH:6])=O.[F:12][CH:13]([F:30])[C:14]1[N:19]=[CH:18][C:17]([C:20]2([CH2:28][NH2:29])[CH2:25][CH2:24][C:23]([F:27])([F:26])[CH2:22][CH2:21]2)=[CH:16][N:15]=1. (5) Given the product [S:25]1[C:20]2[CH:21]=[CH:22][CH:23]=[CH:24][C:19]=2[N:18]=[C:1]1[C:3]1[CH:4]=[C:5]([CH:15]=[CH:16][CH:17]=1)[O:6][C:7]([CH3:13])([CH3:14])[C:8]([OH:10])=[O:9], predict the reactants needed to synthesize it. The reactants are: [CH:1]([C:3]1[CH:4]=[C:5]([CH:15]=[CH:16][CH:17]=1)[O:6][C:7]([CH3:14])([CH3:13])[C:8]([O:10]CC)=[O:9])=O.[NH2:18][C:19]1[CH:24]=[CH:23][CH:22]=[CH:21][C:20]=1[SH:25].[OH-].[Na+].